From a dataset of Full USPTO retrosynthesis dataset with 1.9M reactions from patents (1976-2016). Predict the reactants needed to synthesize the given product. (1) Given the product [CH3:24][CH:19]([C:12]1[CH:13]=[C:14]2[C:9](=[CH:10][CH:11]=1)[CH:8]=[C:7]([OH:6])[C:16]([S:17][CH3:18])=[CH:15]2)[CH2:20][CH2:21][CH3:22], predict the reactants needed to synthesize it. The reactants are: B(Br)(Br)Br.C[O:6][C:7]1[C:16]([S:17][CH3:18])=[CH:15][C:14]2[C:9](=[CH:10][CH:11]=[C:12]([CH:19]([CH3:24])[CH2:20][CH2:21][CH2:22]C)[CH:13]=2)[CH:8]=1. (2) Given the product [C:1]([O:5][C:6](=[O:37])[N:7]([CH2:26][C:27]1[CH:32]=[CH:31][CH:30]=[C:29]([C:33]([CH3:34])([CH3:36])[CH3:35])[CH:28]=1)[C@@H:8]1[C@H:13]([OH:14])[C@H:12]([CH2:15][C:16]2[CH:21]=[CH:20][C:19]([N+:22]([O-:24])=[O:23])=[C:18]([F:25])[CH:17]=2)[CH2:11][S:40](=[O:42])(=[O:39])[CH2:9]1)([CH3:2])([CH3:3])[CH3:4], predict the reactants needed to synthesize it. The reactants are: [C:1]([O:5][C:6](=[O:37])[N:7]([CH2:26][C:27]1[CH:32]=[CH:31][CH:30]=[C:29]([C:33]([CH3:36])([CH3:35])[CH3:34])[CH:28]=1)[C@@H:8]1[C@H:13]([OH:14])[C@H:12]([CH2:15][C:16]2[CH:21]=[CH:20][C:19]([N+:22]([O-:24])=[O:23])=[C:18]([F:25])[CH:17]=2)[CH2:11]S[CH2:9]1)([CH3:4])([CH3:3])[CH3:2].O[O:39][S:40]([O-:42])=O.[K+].CCCCCC.CCOC(C)=O.N.